From a dataset of Reaction yield outcomes from USPTO patents with 853,638 reactions. Predict the reaction yield, written as a fraction of the theoretical maximum amount of product (1.0 means a 100% yield; for example, 0.34 means a 34% yield). The reactants are [Br:1][C:2]1[CH:10]=[CH:9][CH:8]=[C:7]2[C:3]=1[C:4]([C:21]1[C:22](O)=[CH:23][C:24]3[O:28][CH2:27][CH2:26][C:25]=3[CH:29]=1)([CH2:19][OH:20])[C:5](=[O:18])[N:6]2[CH2:11][C:12]1[CH:17]=[CH:16][CH:15]=[CH:14][N:13]=1.C1(P(C2C=CC=CC=2)C2C=CC=CC=2)C=CC=CC=1.N(C(OC(C)C)=O)=NC(OC(C)C)=O. The catalyst is O1CCOCC1. The product is [Br:1][C:2]1[CH:10]=[CH:9][CH:8]=[C:7]2[C:3]=1[C:4]1([CH2:19][O:20][C:22]3[CH:23]=[C:24]4[C:25](=[CH:29][C:21]1=3)[CH2:26][CH2:27][O:28]4)[C:5](=[O:18])[N:6]2[CH2:11][C:12]1[CH:17]=[CH:16][CH:15]=[CH:14][N:13]=1. The yield is 0.370.